From a dataset of Forward reaction prediction with 1.9M reactions from USPTO patents (1976-2016). Predict the product of the given reaction. Given the reactants [C:1](/[CH:4]=[CH:5]/[C:6]1[C:7]([C:20]2[CH:25]=[CH:24][CH:23]=[C:22]([Cl:26])[CH:21]=2)=[C:8]2[C:13](=[C:14]([O:16][CH3:17])[CH:15]=1)[N:12]=[C:11]([NH:18][CH3:19])[N:10]=[CH:9]2)([OH:3])=[O:2].IC.[C:29](=O)([O-])[O-].[K+].[K+].O, predict the reaction product. The product is: [Cl:26][C:22]1[CH:21]=[C:20]([C:7]2[C:6](/[CH:5]=[CH:4]/[C:1]([O:3][CH3:29])=[O:2])=[CH:15][C:14]([O:16][CH3:17])=[C:13]3[C:8]=2[CH:9]=[N:10][C:11]([NH:18][CH3:19])=[N:12]3)[CH:25]=[CH:24][CH:23]=1.